Dataset: Forward reaction prediction with 1.9M reactions from USPTO patents (1976-2016). Task: Predict the product of the given reaction. Given the reactants [Br:1][C:2]1[CH:10]=[CH:9][C:5]([C:6]([OH:8])=O)=[C:4]([F:11])[CH:3]=1.[CH3:12][C@@H:13]1[CH2:17][CH2:16][CH2:15][N:14]1[CH2:18][C@@H:19]1[CH2:23][CH2:22][CH2:21][NH:20]1, predict the reaction product. The product is: [Br:1][C:2]1[CH:10]=[CH:9][C:5]([C:6]([N:20]2[CH2:21][CH2:22][CH2:23][C@H:19]2[CH2:18][N:14]2[CH2:15][CH2:16][CH2:17][C@H:13]2[CH3:12])=[O:8])=[C:4]([F:11])[CH:3]=1.